From a dataset of Peptide-MHC class II binding affinity with 134,281 pairs from IEDB. Regression. Given a peptide amino acid sequence and an MHC pseudo amino acid sequence, predict their binding affinity value. This is MHC class II binding data. (1) The peptide sequence is KMMNMEAANLAEVRS. The MHC is DRB1_0101 with pseudo-sequence DRB1_0101. The binding affinity (normalized) is 1.00. (2) The binding affinity (normalized) is 0.199. The MHC is HLA-DQA10101-DQB10501 with pseudo-sequence HLA-DQA10101-DQB10501. The peptide sequence is IARLPQVASYVYRRI. (3) The peptide sequence is ISFCNANPGLMKDVA. The MHC is HLA-DQA10501-DQB10201 with pseudo-sequence HLA-DQA10501-DQB10201. The binding affinity (normalized) is 0.159. (4) The peptide sequence is PAAAYATATPAAATA. The MHC is DRB3_0101 with pseudo-sequence DRB3_0101. The binding affinity (normalized) is 0.140. (5) The peptide sequence is AFKVAATAATAAPAN. The MHC is DRB1_0901 with pseudo-sequence DRB1_0901. The binding affinity (normalized) is 0.776. (6) The peptide sequence is KSYVKSKLKLLKGSE. The MHC is DRB1_0401 with pseudo-sequence DRB1_0401. The binding affinity (normalized) is 0.345.